Dataset: Full USPTO retrosynthesis dataset with 1.9M reactions from patents (1976-2016). Task: Predict the reactants needed to synthesize the given product. (1) Given the product [OH:8][C:9]1[CH:10]=[C:11]([CH:25]=[CH:26][C:27]=1[N:28]1[CH2:32][C:31](=[O:33])[NH:30][S:29]1(=[O:34])=[O:35])[O:12][CH:13]1[C:19](=[O:20])[NH:18][C:17]2[CH:21]=[CH:22][CH:23]=[CH:24][C:16]=2[CH2:15][CH2:14]1, predict the reactants needed to synthesize it. The reactants are: C([O:8][C:9]1[CH:10]=[C:11]([CH:25]=[CH:26][C:27]=1[N:28]1[CH2:32][C:31](=[O:33])[NH:30][S:29]1(=[O:35])=[O:34])[O:12][CH:13]1[C:19](=[O:20])[NH:18][C:17]2[CH:21]=[CH:22][CH:23]=[CH:24][C:16]=2[CH2:15][CH2:14]1)C1C=CC=CC=1. (2) Given the product [NH2:1][CH2:2][C:3]1[N:4]=[C:5]([N:13]2[CH2:18][CH2:17][CH:16]([NH:19][C:20]([C:22]3[NH:23][C:24]([CH3:29])=[C:25]([Cl:28])[C:26]=3[Cl:27])=[O:21])[CH2:15][CH2:14]2)[S:6][C:7]=1[C:8]([OH:10])=[O:9], predict the reactants needed to synthesize it. The reactants are: [NH2:1][CH2:2][C:3]1[N:4]=[C:5]([N:13]2[CH2:18][CH2:17][CH:16]([NH:19][C:20]([C:22]3[NH:23][C:24]([CH3:29])=[C:25]([Cl:28])[C:26]=3[Cl:27])=[O:21])[CH2:15][CH2:14]2)[S:6][C:7]=1[C:8]([O:10]CC)=[O:9].[Li+].[OH-].C1COCC1. (3) Given the product [F:28][C:29]([F:34])([F:33])[C:30]([OH:32])=[O:31].[NH2:20][CH2:19][CH2:18][C:16]1[N:17]=[C:12]([C:4]2[S:5][C:6]3[CH:11]=[CH:10][CH:9]=[CH:8][C:7]=3[C:2](=[O:1])[N:3]=2)[CH:13]=[CH:14][CH:15]=1, predict the reactants needed to synthesize it. The reactants are: [O:1]=[C:2]1[C:7]2[CH:8]=[CH:9][CH:10]=[CH:11][C:6]=2[S:5][C:4]([C:12]2[N:17]=[C:16]([CH2:18][CH2:19][NH:20]C(=O)OC(C)(C)C)[CH:15]=[CH:14][CH:13]=2)=[N:3]1.[F:28][C:29]([F:34])([F:33])[C:30]([OH:32])=[O:31]. (4) Given the product [NH2:1][C:4]1[CH:9]=[CH:8][C:7]([OH:10])=[C:6]([C:11]2[S:15][CH:14]=[N:13][CH:12]=2)[CH:5]=1, predict the reactants needed to synthesize it. The reactants are: [N+:1]([C:4]1[CH:9]=[CH:8][C:7]([OH:10])=[C:6]([C:11]2[S:15][CH:14]=[N:13][CH:12]=2)[CH:5]=1)([O-])=O.